Task: Predict the reactants needed to synthesize the given product.. Dataset: Full USPTO retrosynthesis dataset with 1.9M reactions from patents (1976-2016) Given the product [CH:2]1([O:5][C:22]2([CH2:26][N:27]([C:28]3[CH:29]=[CH:30][CH:31]=[CH:32][CH:33]=3)[C:43]3[CH:48]=[CH:47][CH:46]=[CH:45][CH:44]=3)[C:23]([O:51][CH3:50])=[CH:24][CH:25]=[N:20][CH2:21]2)[CH2:3][CH2:19][CH2:16][CH2:1]1, predict the reactants needed to synthesize it. The reactants are: [CH3:1][C:2]([O-:5])(C)[CH3:3].[Na+].P([C:16]([CH3:19])(C)C)(C(C)(C)C)C(C)(C)C.[N:20]1[CH:25]=[CH:24][CH:23]=[C:22]([CH2:26][NH:27][C:28]2[CH:33]=[CH:32][C:31](OC)=[C:30](OC3CCCC3)[CH:29]=2)[CH:21]=1.I[C:43]1[CH:48]=[CH:47][CH:46]=[CH:45][CH:44]=1.C[CH2:50][O:51]C(C)=O.